From a dataset of NCI-60 drug combinations with 297,098 pairs across 59 cell lines. Regression. Given two drug SMILES strings and cell line genomic features, predict the synergy score measuring deviation from expected non-interaction effect. (1) Drug 1: C1=CC(=CC=C1CCC2=CNC3=C2C(=O)NC(=N3)N)C(=O)NC(CCC(=O)O)C(=O)O. Drug 2: C1C(C(OC1N2C=C(C(=O)NC2=O)F)CO)O. Cell line: HCC-2998. Synergy scores: CSS=51.0, Synergy_ZIP=-17.0, Synergy_Bliss=-19.2, Synergy_Loewe=-6.07, Synergy_HSA=-4.21. (2) Drug 1: CS(=O)(=O)C1=CC(=C(C=C1)C(=O)NC2=CC(=C(C=C2)Cl)C3=CC=CC=N3)Cl. Drug 2: CN1C2=C(C=C(C=C2)N(CCCl)CCCl)N=C1CCCC(=O)O.Cl. Cell line: SK-MEL-5. Synergy scores: CSS=5.92, Synergy_ZIP=2.06, Synergy_Bliss=8.35, Synergy_Loewe=3.00, Synergy_HSA=3.55. (3) Drug 1: CC1=C(C=C(C=C1)NC2=NC=CC(=N2)N(C)C3=CC4=NN(C(=C4C=C3)C)C)S(=O)(=O)N.Cl. Synergy scores: CSS=14.8, Synergy_ZIP=-5.85, Synergy_Bliss=4.00, Synergy_Loewe=-10.9, Synergy_HSA=1.71. Drug 2: C1=NC2=C(N1)C(=S)N=C(N2)N. Cell line: BT-549. (4) Drug 1: CCC1(CC2CC(C3=C(CCN(C2)C1)C4=CC=CC=C4N3)(C5=C(C=C6C(=C5)C78CCN9C7C(C=CC9)(C(C(C8N6C)(C(=O)OC)O)OC(=O)C)CC)OC)C(=O)OC)O.OS(=O)(=O)O. Drug 2: CC1C(C(CC(O1)OC2CC(CC3=C2C(=C4C(=C3O)C(=O)C5=C(C4=O)C(=CC=C5)OC)O)(C(=O)CO)O)N)O.Cl. Cell line: 786-0. Synergy scores: CSS=40.6, Synergy_ZIP=-3.99, Synergy_Bliss=-4.37, Synergy_Loewe=-2.11, Synergy_HSA=-0.593. (5) Drug 2: COCCOC1=C(C=C2C(=C1)C(=NC=N2)NC3=CC=CC(=C3)C#C)OCCOC.Cl. Cell line: SNB-75. Synergy scores: CSS=-1.18, Synergy_ZIP=0.305, Synergy_Bliss=-1.14, Synergy_Loewe=-2.36, Synergy_HSA=-3.58. Drug 1: C1=NC2=C(N=C(N=C2N1C3C(C(C(O3)CO)O)F)Cl)N.